Predict the reaction yield, written as a fraction of the theoretical maximum amount of product (1.0 means a 100% yield; for example, 0.34 means a 34% yield). From a dataset of Reaction yield outcomes from USPTO patents with 853,638 reactions. (1) The reactants are [Cl:1][C:2]1[CH:7]=[C:6](S(C(F)(F)F)(=O)=O)[C:5]([Cl:15])=[CH:4][C:3]=1[CH2:16][CH2:17][C:18]([O:20][C:21]([CH3:24])([CH3:23])[CH3:22])=[O:19].[CH3:25][N:26](C)C=O. The catalyst is [C-]#N.[Zn+2].[C-]#N.[Pd].C1(P(C2C=CC=CC=2)C2C=CC=CC=2)C=CC=CC=1.C1(P(C2C=CC=CC=2)C2C=CC=CC=2)C=CC=CC=1.C1(P(C2C=CC=CC=2)C2C=CC=CC=2)C=CC=CC=1.C1(P(C2C=CC=CC=2)C2C=CC=CC=2)C=CC=CC=1. The product is [Cl:1][C:2]1[CH:7]=[C:6]([C:25]#[N:26])[C:5]([Cl:15])=[CH:4][C:3]=1[CH2:16][CH2:17][C:18]([O:20][C:21]([CH3:24])([CH3:23])[CH3:22])=[O:19]. The yield is 0.730. (2) The yield is 0.900. The product is [CH3:26][S:27]([O:11][CH2:10][C@@H:9]([NH:8][C:1]([O:3][C:4]([CH3:7])([CH3:6])[CH3:5])=[O:2])[CH2:12][CH:13]1[CH2:14][CH2:15][CH2:16][CH2:17][CH2:18]1)(=[O:29])=[O:28]. The reactants are [C:1]([NH:8][C@@H:9]([CH2:12][CH:13]1[CH2:18][CH2:17][CH2:16][CH2:15][CH2:14]1)[CH2:10][OH:11])([O:3][C:4]([CH3:7])([CH3:6])[CH3:5])=[O:2].C(N(CC)CC)C.[CH3:26][S:27](Cl)(=[O:29])=[O:28]. The catalyst is C(Cl)Cl.